Dataset: Forward reaction prediction with 1.9M reactions from USPTO patents (1976-2016). Task: Predict the product of the given reaction. (1) Given the reactants [NH+:1]1[C:10]2[C:5](=[CH:6][CH:7]=[CH:8][CH:9]=2)[CH:4]=[CH:3][CH:2]=1.[N:11]1[C:20]2[C:15](=[CH:16][CH:17]=[CH:18][CH:19]=2)[CH:14]=[CH:13][CH:12]=1.[Cr](O[Cr]([O-])(=O)=O)([O-])(=O)=O.C(=O)(O)[O-:31].[Na+].[C:35](#[N:38])C=C, predict the reaction product. The product is: [C:35]([C:16]1[CH:17]=[C:18]([C:19]([C:20]2[CH:15]=[CH:14][CH:13]=[CH:12][N:11]=2)=[O:31])[N:1]2[C:10]3[C:5](=[CH:6][CH:7]=[CH:8][CH:9]=3)[CH:4]=[CH:3][C:2]=12)#[N:38]. (2) Given the reactants C1C=CC(P(C2C(C3C(P(C4C=CC=CC=4)C4C=CC=CC=4)=CC=C4C=3C=CC=C4)=C3C(C=CC=C3)=CC=2)C2C=CC=CC=2)=CC=1.Br[C:48]1[CH:53]=[CH:52][CH:51]=[CH:50][C:49]=1[CH3:54].C(=O)([O-])[O-].[Cs+].[Cs+].[F:61][C:62]([F:81])([F:80])[C:63]1[CH:68]=[CH:67][C:66]([NH:69][C:70]2[C:71]3[CH2:79][CH2:78][NH:77][CH2:76][C:72]=3[N:73]=[CH:74][N:75]=2)=[CH:65][CH:64]=1, predict the reaction product. The product is: [C:49]1([CH3:54])[CH:50]=[CH:51][CH:52]=[CH:53][C:48]=1[N:77]1[CH2:78][CH2:79][C:71]2[C:70]([NH:69][C:66]3[CH:65]=[CH:64][C:63]([C:62]([F:81])([F:61])[F:80])=[CH:68][CH:67]=3)=[N:75][CH:74]=[N:73][C:72]=2[CH2:76]1. (3) The product is: [CH3:11][C:10]1[N:9]=[C:8]([C:12]2[C:21]3[C:16](=[CH:17][CH:18]=[CH:19][CH:20]=3)[CH:15]=[CH:14][CH:13]=2)[NH:7][C:6]=1[CH2:4][OH:3]. Given the reactants C([O:3][C:4]([C:6]1[NH:7][C:8]([C:12]2[C:21]3[C:16](=[CH:17][CH:18]=[CH:19][CH:20]=3)[CH:15]=[CH:14][CH:13]=2)=[N:9][C:10]=1[CH3:11])=O)C.CC(C[AlH]CC(C)C)C, predict the reaction product. (4) Given the reactants Br[C:2]1[CH:8]=[CH:7][C:5]([NH2:6])=[CH:4][CH:3]=1.C(O[C:12](=[O:20])[CH2:13][C:14]([C:16]([F:19])([F:18])[F:17])=O)C.[C:21]1([CH3:27])[CH:26]=[CH:25][CH:24]=[CH:23][CH:22]=1, predict the reaction product. The product is: [C:22]1([C:2]2[CH:8]=[C:7]3[C:5](=[CH:4][CH:3]=2)[NH:6][C:12](=[O:20])[CH:13]=[C:14]3[C:16]([F:17])([F:18])[F:19])[CH2:23][CH2:24][CH2:25][CH2:26][CH2:21][CH:27]=1.